This data is from Catalyst prediction with 721,799 reactions and 888 catalyst types from USPTO. The task is: Predict which catalyst facilitates the given reaction. (1) Reactant: [NH2:1][C:2]1[CH:17]=[CH:16][C:5]([O:6][C:7]2[CH:12]=[CH:11][N:10]=[C:9]([C:13]([NH2:15])=[O:14])[CH:8]=2)=[CH:4][CH:3]=1.[O:18]=[C:19]1[N:23]([C:24]2[CH:29]=[CH:28][CH:27]=[CH:26][CH:25]=2)[N:22]2[CH2:30][CH2:31][CH2:32][C:21]2=[C:20]1[C:33](O)=[O:34].C1C=NC2N(O)N=NC=2C=1.CCN=C=NCCCN(C)C. Product: [C:13]([C:9]1[CH:8]=[C:7]([O:6][C:5]2[CH:16]=[CH:17][C:2]([NH:1][C:33]([C:20]3[C:19](=[O:18])[N:23]([C:24]4[CH:25]=[CH:26][CH:27]=[CH:28][CH:29]=4)[N:22]4[CH2:30][CH2:31][CH2:32][C:21]=34)=[O:34])=[CH:3][CH:4]=2)[CH:12]=[CH:11][N:10]=1)(=[O:14])[NH2:15]. The catalyst class is: 781. (2) Reactant: [Cl:1][C:2]1[CH:7]=[CH:6][N:5]=[C:4]([O:8][CH3:9])[C:3]=1[C:10]1[NH:11][C:12]2[C:17]([CH:18]=1)=[CH:16][CH:15]=[C:14]([NH2:19])[CH:13]=2.[F:20][C:21]1[CH:26]=[CH:25][C:24]([S:27]([N:30]2[CH2:35][CH2:34][CH2:33][CH2:32][C@H:31]2[C:36](O)=[O:37])(=[O:29])=[O:28])=[CH:23][CH:22]=1.CN(C(ON1N=NC2C=CC=NC1=2)=[N+](C)C)C.F[P-](F)(F)(F)(F)F.O. Product: [Cl:1][C:2]1[CH:7]=[CH:6][N:5]=[C:4]([O:8][CH3:9])[C:3]=1[C:10]1[NH:11][C:12]2[C:17]([CH:18]=1)=[CH:16][CH:15]=[C:14]([NH:19][C:36]([C@@H:31]1[CH2:32][CH2:33][CH2:34][CH2:35][N:30]1[S:27]([C:24]1[CH:23]=[CH:22][C:21]([F:20])=[CH:26][CH:25]=1)(=[O:29])=[O:28])=[O:37])[CH:13]=2. The catalyst class is: 2.